From a dataset of Full USPTO retrosynthesis dataset with 1.9M reactions from patents (1976-2016). Predict the reactants needed to synthesize the given product. Given the product [N:12]([C:15](=[CH:7][C:6]1[CH:9]=[CH:10][CH:11]=[C:4]([CH2:3][O:2][CH3:1])[CH:5]=1)[C:16]([O:18][CH3:19])=[O:17])=[N+:13]=[N-:14], predict the reactants needed to synthesize it. The reactants are: [CH3:1][O:2][CH2:3][C:4]1[CH:5]=[C:6]([CH:9]=[CH:10][CH:11]=1)[CH:7]=O.[N:12]([CH2:15][C:16]([O:18][CH3:19])=[O:17])=[N+:13]=[N-:14].C[O-].[Na+].